The task is: Predict the product of the given reaction.. This data is from Forward reaction prediction with 1.9M reactions from USPTO patents (1976-2016). (1) Given the reactants [F:1][C:2]1[CH:7]=[CH:6][C:5]([F:8])=[CH:4][C:3]=1[OH:9].C(=O)([O-])[O-].[Cs+].[Cs+].[C:16]([O:20][C:21]([N:23]1[CH2:28][CH2:27][CH:26](OS(C)(=O)=O)[CH2:25][CH2:24]1)=[O:22])([CH3:19])([CH3:18])[CH3:17], predict the reaction product. The product is: [C:16]([O:20][C:21]([N:23]1[CH2:28][CH2:27][CH:26]([O:9][C:3]2[CH:4]=[C:5]([F:8])[CH:6]=[CH:7][C:2]=2[F:1])[CH2:25][CH2:24]1)=[O:22])([CH3:19])([CH3:17])[CH3:18]. (2) Given the reactants [OH:1][C:2]1[CH:11]=[C:10]2[C:5]([CH:6]=[C:7]([S:16](Cl)(=[O:18])=[O:17])[CH:8]=[C:9]2[S:12](Cl)(=[O:14])=[O:13])=[CH:4][CH:3]=1.[Br:20][C:21]1[C:22]([CH3:28])=[C:23]([CH:25]=[CH:26][CH:27]=1)[NH2:24], predict the reaction product. The product is: [Br:20][C:21]1[C:22]([CH3:28])=[C:23]([NH:24][S:12]([C:9]2[C:10]3[C:5](=[CH:4][CH:3]=[C:2]([OH:1])[CH:11]=3)[CH:6]=[C:7]([S:16]([NH:24][C:23]3[CH:25]=[CH:26][CH:27]=[C:21]([Br:20])[C:22]=3[CH3:28])(=[O:18])=[O:17])[CH:8]=2)(=[O:14])=[O:13])[CH:25]=[CH:26][CH:27]=1.